From a dataset of Full USPTO retrosynthesis dataset with 1.9M reactions from patents (1976-2016). Predict the reactants needed to synthesize the given product. Given the product [F:1][C:2]1[C:7]([F:8])=[CH:6][CH:5]=[CH:4][C:3]=1[C:9]1[N:17]=[C:12]2[CH:13]=[N:14][N:15]([CH2:19][C:20]3[O:24][N:23]=[C:22]([C:25]4[CH:30]=[N:29][C:28]([O:31][CH3:32])=[N:27][CH:26]=4)[CH:21]=3)[CH:16]=[C:11]2[N:10]=1, predict the reactants needed to synthesize it. The reactants are: [F:1][C:2]1[C:7]([F:8])=[CH:6][CH:5]=[CH:4][C:3]=1[C:9]1[N:17]=[C:12]2[CH:13]=[N:14][NH:15][CH:16]=[C:11]2[N:10]=1.Cl[CH2:19][C:20]1[O:24][N:23]=[C:22]([C:25]2[CH:26]=[N:27][C:28]([O:31][CH3:32])=[N:29][CH:30]=2)[CH:21]=1.